From a dataset of Forward reaction prediction with 1.9M reactions from USPTO patents (1976-2016). Predict the product of the given reaction. Given the reactants Br[C:2]1[CH:7]=[CH:6][C:5]([C:8]2[NH:12][C:11]3[CH:13]=[C:14]([S:17]([CH3:20])(=[O:19])=[O:18])[CH:15]=[CH:16][C:10]=3[N:9]=2)=[CH:4][CH:3]=1.[F:21][C:22]1[CH:27]=[CH:26][C:25](B(O)O)=[CH:24][CH:23]=1, predict the reaction product. The product is: [F:21][C:22]1[CH:27]=[CH:26][C:25]([C:2]2[CH:7]=[CH:6][C:5]([C:8]3[NH:12][C:11]4[CH:13]=[C:14]([S:17]([CH3:20])(=[O:19])=[O:18])[CH:15]=[CH:16][C:10]=4[N:9]=3)=[CH:4][CH:3]=2)=[CH:24][CH:23]=1.